Dataset: Full USPTO retrosynthesis dataset with 1.9M reactions from patents (1976-2016). Task: Predict the reactants needed to synthesize the given product. (1) Given the product [O:23]=[C:21]1[C:20]2([CH2:24][CH2:25][CH2:27][CH2:26]2)[CH2:19][CH:18]([CH2:17][CH2:16][N:13]2[CH2:12][CH2:11][N:28]([C:34]3[CH:39]=[CH:38][CH:37]=[CH:36][C:35]=3[NH:40][C:41](=[O:43])[CH3:42])[CH2:15][CH2:14]2)[O:22]1, predict the reactants needed to synthesize it. The reactants are: N1C2C=CC=CC=2N=C1C1[CH2:15][CH2:14][N:13]([CH2:16][CH2:17][CH:18]2[O:22][C:21](=[O:23])[C:20]([CH2:26][CH3:27])([CH2:24][CH3:25])[CH2:19]2)[CH2:12][CH2:11]1.[N:28]1([C:34]2[CH:39]=[CH:38][CH:37]=[CH:36][C:35]=2[NH:40][C:41](=[O:43])[CH3:42])CCNCC1.N1(C2C=CC=CC=2C#N)CCNCC1.CC1C=CC(S(OCCC2CC3(CCCC3)C(=O)O2)(=O)=O)=CC=1.CC1C=CC(S(OCCC2CC(CC)(CC)C(=O)O2)(=O)=O)=CC=1. (2) Given the product [S:1]1[CH:5]=[CH:4][CH:3]=[C:2]1[CH2:6][NH:7][C:8]([C:10]1[C:25]([Cl:33])=[C:13]2[CH:14]=[C:15]([C:19]3[CH:20]=[CH:21][CH:22]=[CH:23][CH:24]=3)[CH:16]=[C:17]([Br:18])[N:12]2[N:11]=1)=[O:9], predict the reactants needed to synthesize it. The reactants are: [S:1]1[CH:5]=[CH:4][CH:3]=[C:2]1[CH2:6][NH:7][C:8]([C:10]1[CH:25]=[C:13]2[CH:14]=[C:15]([C:19]3[CH:24]=[CH:23][CH:22]=[CH:21][CH:20]=3)[CH:16]=[C:17]([Br:18])[N:12]2[N:11]=1)=[O:9].C1C(=O)N([Cl:33])C(=O)C1.